Dataset: Catalyst prediction with 721,799 reactions and 888 catalyst types from USPTO. Task: Predict which catalyst facilitates the given reaction. (1) Reactant: C(N(CC)C(C)C)(C)C.CN(C(ON1N=NC2C=CC=NC1=2)=[N+](C)C)C.F[P-](F)(F)(F)(F)F.[N:34]1[CH:39]=[CH:38][C:37]([CH2:40][S:41][C:42]2[C:47]([C:48]([OH:50])=O)=[CH:46][CH:45]=[CH:44][N:43]=2)=[CH:36][CH:35]=1.[Cl:51][C:52]1[CH:58]=[CH:57][C:55]([NH2:56])=[CH:54][CH:53]=1.C(=O)([O-])O.[Na+]. Product: [Cl:51][C:52]1[CH:58]=[CH:57][C:55]([NH:56][C:48]([C:47]2[C:42]([S:41][CH2:40][C:37]3[CH:36]=[CH:35][N:34]=[CH:39][CH:38]=3)=[N:43][CH:44]=[CH:45][CH:46]=2)=[O:50])=[CH:54][CH:53]=1. The catalyst class is: 9. (2) Reactant: [Br:1][C:2]1[C:10]2[C:5](=[N:6][C:7](SC)=[N:8][CH:9]=2)[NH:4][N:3]=1.ClC1C=CC=C(C(OO)=O)C=1.Cl.[CH3:25][C@H:26]([NH2:30])[CH2:27][CH2:28][CH3:29].C(N(CC)C(C)C)(C)C. Product: [Br:1][C:2]1[C:10]2[C:5](=[N:6][C:7]([NH:30][C@H:26]([CH2:27][CH2:28][CH3:29])[CH3:25])=[N:8][CH:9]=2)[NH:4][N:3]=1. The catalyst class is: 49. (3) Reactant: [I:1][C:2]1[CH:3]=[N:4][NH:5][CH:6]=1.Cl[CH2:8][C:9]1[CH:14]=[CH:13][C:12]([O:15][CH3:16])=[CH:11][CH:10]=1.C([O-])([O-])=O.[K+].[K+]. Product: [I:1][C:2]1[CH:3]=[N:4][N:5]([CH2:8][C:9]2[CH:14]=[CH:13][C:12]([O:15][CH3:16])=[CH:11][CH:10]=2)[CH:6]=1. The catalyst class is: 10. (4) Reactant: [C:1]([O:5][C:6]([N:8]1[CH2:12][C@@H:11]([N:13]2[CH2:18][CH2:17][N:16]([C:19]3[C:24]([Cl:25])=[CH:23][C:22]([C:26]([O:28]CC)=[O:27])=[CH:21][N:20]=3)[CH2:15][CH2:14]2)[CH2:10][C@H:9]1[C:31]([N:33]1[CH2:37][CH2:36][S:35][CH2:34]1)=[O:32])=[O:7])([CH3:4])([CH3:3])[CH3:2].Cl.Cl.Cl.ClC1C(N2CCN([C@@H]3CN[C@H](C(N4CCSC4)=O)C3)CC2)=NC=C(C(OCC)=O)C=1.[OH-].[Li+]. Product: [C:1]([O:5][C:6]([N:8]1[CH2:12][C@@H:11]([N:13]2[CH2:14][CH2:15][N:16]([C:19]3[C:24]([Cl:25])=[CH:23][C:22]([C:26]([OH:28])=[O:27])=[CH:21][N:20]=3)[CH2:17][CH2:18]2)[CH2:10][C@H:9]1[C:31]([N:33]1[CH2:37][CH2:36][S:35][CH2:34]1)=[O:32])=[O:7])([CH3:4])([CH3:2])[CH3:3]. The catalyst class is: 8. (5) Reactant: [O:1]=[C:2]([CH2:4][N:5]([C:7](=[NH:9])[NH2:8])[CH3:6])[OH:3].[OH-].[NH4+:11]. Product: [CH3:6][N:5]([CH2:4][C:2]([O-:3])=[O:1])[C:7]([NH2:9])=[NH:8].[NH4+:11]. The catalyst class is: 6. (6) The catalyst class is: 56. Product: [F:15][C:16]1[CH:17]=[C:18](/[CH:19]=[CH:1]/[C:2]2[CH:7]=[N:6][CH:5]=[C:4]([CH3:8])[N:3]=2)[CH:21]=[CH:22][CH:23]=1. Reactant: [CH3:1][C:2]1[CH:7]=[N:6][CH:5]=[C:4]([CH3:8])[N:3]=1.CC(C)([O-])C.[K+].[F:15][C:16]1[CH:17]=[C:18]([CH:21]=[CH:22][CH:23]=1)[CH:19]=O.CCCCCC. (7) Reactant: CN(C(ON1N=NC2C=CC=NC1=2)=[N+](C)C)C.F[P-](F)(F)(F)(F)F.C1C=NC2N(O)N=NC=2C=1.[NH:35](C(OC(C)(C)C)=O)[C@H:36]([C:42]([O:44]C(C)(C)C)=[O:43])[CH2:37][CH2:38][C:39](=O)[OH:40].Cl.C(N(CC)CC)C.[CH3:64][O:65][C:66]1[C:75]([NH2:76])=[CH:74][CH:73]=[CH:72][C:67]=1[C:68]([O:70]C)=[O:69]. Product: [CH3:64][O:65][C:66]1[C:75]([NH:76][C:39](=[O:40])[CH2:38][CH2:37][C@@H:36]([C:42]([OH:44])=[O:43])[NH2:35])=[CH:74][CH:73]=[CH:72][C:67]=1[C:68]([OH:70])=[O:69]. The catalyst class is: 4. (8) Reactant: N1C2C(=CC=CC=2)C=CC=1.[Br:11][C:12]1[C:16]2[S:17][C:18](C(O)=O)=[C:19]([CH2:20][CH2:21][CH2:22][CH2:23][CH2:24][CH2:25][CH2:26][CH2:27][CH2:28][CH2:29][CH2:30][CH2:31][CH3:32])[C:15]=2[S:14][CH:13]=1. Product: [Br:11][C:12]1[C:16]2[S:17][CH:18]=[C:19]([CH2:20][CH2:21][CH2:22][CH2:23][CH2:24][CH2:25][CH2:26][CH2:27][CH2:28][CH2:29][CH2:30][CH2:31][CH3:32])[C:15]=2[S:14][CH:13]=1. The catalyst class is: 536.